This data is from Forward reaction prediction with 1.9M reactions from USPTO patents (1976-2016). The task is: Predict the product of the given reaction. (1) Given the reactants [NH2:1][C:2]1[CH:15]=[CH:14][C:5]2[N:6]([CH2:12][CH3:13])[C:7](=[O:11])[CH2:8][CH2:9][CH2:10][C:4]=2[C:3]=1[O:16][CH3:17].Cl[C:19]1[N:24]=[C:23]([NH:25][C:26]2[CH:31]=[CH:30][C:29]([N:32]3[CH2:37][CH2:36][N:35]([CH3:38])[CH2:34][CH2:33]3)=[CH:28][C:27]=2[O:39][CH3:40])[C:22]([Cl:41])=[CH:21][N:20]=1, predict the reaction product. The product is: [Cl:41][C:22]1[C:23]([NH:25][C:26]2[CH:31]=[CH:30][C:29]([N:32]3[CH2:37][CH2:36][N:35]([CH3:38])[CH2:34][CH2:33]3)=[CH:28][C:27]=2[O:39][CH3:40])=[N:24][C:19]([NH:1][C:2]2[CH:15]=[CH:14][C:5]3[N:6]([CH2:12][CH3:13])[C:7](=[O:11])[CH2:8][CH2:9][CH2:10][C:4]=3[C:3]=2[O:16][CH3:17])=[N:20][CH:21]=1. (2) The product is: [NH2:13][C:4](=[O:5])[CH2:3][C:7](=[O:11])[C:8]([OH:10])=[O:9]. Given the reactants C([C:3](=[C:7]([OH:11])[C:8]([O-:10])=[O:9])[C:4]([O-])=[O:5])#N.C(C(=C(O)C(OCC)=O)C(OCC)=O)#[N:13].[OH-].[Na+].Cl, predict the reaction product. (3) Given the reactants [CH3:1][S:2]([C:5]1[CH:10]=[CH:9][C:8]([N:11]2[C:16](=[O:17])[CH2:15][CH2:14][C:13]([C:18]3[CH:34]=[CH:33][C:21]4[CH2:22][CH2:23][N:24]([C:27](=[O:32])[C:28]([F:31])([F:30])[F:29])[CH2:25][CH2:26][C:20]=4[CH:19]=3)=[N:12]2)=[CH:7][CH:6]=1)(=[O:4])=[O:3].[Se](=O)=O, predict the reaction product. The product is: [CH3:1][S:2]([C:5]1[CH:10]=[CH:9][C:8]([N:11]2[C:16](=[O:17])[CH:15]=[CH:14][C:13]([C:18]3[CH:34]=[CH:33][C:21]4[CH2:22][CH2:23][N:24]([C:27](=[O:32])[C:28]([F:30])([F:31])[F:29])[CH2:25][CH2:26][C:20]=4[CH:19]=3)=[N:12]2)=[CH:7][CH:6]=1)(=[O:3])=[O:4]. (4) Given the reactants [F:8][C:7]([F:10])([F:9])[C:6](O[C:6](=[O:11])[C:7]([F:10])([F:9])[F:8])=[O:11].COC1C=C(OC)C=CC=1C[N:19]1[CH2:22][CH:21]([O:23][C:24]2[CH:29]=[CH:28][C:27]([C:30]3[CH:31]=[CH:32][C:33]([S:36]([CH3:39])(=[O:38])=[O:37])=[N:34][CH:35]=3)=[CH:26][CH:25]=2)[CH2:20]1.C(N(CC)CC)C, predict the reaction product. The product is: [F:10][C:7]([F:8])([F:9])[C:6]([N:19]1[CH2:22][CH:21]([O:23][C:24]2[CH:29]=[CH:28][C:27]([C:30]3[CH:35]=[N:34][C:33]([S:36]([CH3:39])(=[O:38])=[O:37])=[CH:32][CH:31]=3)=[CH:26][CH:25]=2)[CH2:20]1)=[O:11]. (5) The product is: [F:1][C:2]1[CH:10]=[CH:9][C:8]([N+:11]([O-:13])=[O:12])=[CH:7][C:3]=1[CH2:4][OH:5]. Given the reactants [F:1][C:2]1[CH:10]=[CH:9][C:8]([N+:11]([O-:13])=[O:12])=[CH:7][C:3]=1[C:4](O)=[O:5].B.C1COCC1, predict the reaction product. (6) The product is: [CH3:12][O:11][C:7]1[CH:6]=[C:5]([CH2:13][C:14](=[O:16])[S:23][C:17]2[CH:22]=[CH:21][CH:20]=[CH:19][CH:18]=2)[CH:4]=[C:3]([O:2][CH3:1])[C:8]=1[O:9][CH3:10]. Given the reactants [CH3:1][O:2][C:3]1[CH:4]=[C:5]([CH2:13][C:14]([OH:16])=O)[CH:6]=[C:7]([O:11][CH3:12])[C:8]=1[O:9][CH3:10].[C:17]1([SH:23])[CH:22]=[CH:21][CH:20]=[CH:19][CH:18]=1.C1CCC(N=C=NC2CCCCC2)CC1, predict the reaction product.